Dataset: Full USPTO retrosynthesis dataset with 1.9M reactions from patents (1976-2016). Task: Predict the reactants needed to synthesize the given product. (1) Given the product [F:24][C:23]1[CH:22]=[C:21]2[C:16]([CH:17]=[CH:18][CH:19]=[N:20]2)=[CH:15][C:14]=1[C:11]([C:8]1[N:6]2[N:7]=[C:2]([C:30](=[O:32])[CH3:31])[CH:3]=[CH:4][C:5]2=[N:10][CH:9]=1)([OH:13])[CH3:12], predict the reactants needed to synthesize it. The reactants are: Cl[C:2]1[CH:3]=[CH:4][C:5]2[N:6]([C:8]([C:11]([C:14]3[CH:15]=[C:16]4[C:21](=[CH:22][C:23]=3[F:24])[N:20]=[CH:19][CH:18]=[CH:17]4)([OH:13])[CH3:12])=[CH:9][N:10]=2)[N:7]=1.C([Sn](CCCC)(CCCC)[C:30]([O:32]CC)=[CH2:31])CCC.Cl.O. (2) Given the product [OH:20][C:8]1[C:9]2[NH:10][C:11]([C:14]3[CH:19]=[CH:18][CH:17]=[CH:16][CH:15]=3)=[N:12][C:13]=2[C:5]([C:3]([OH:4])=[O:2])=[CH:6][CH:7]=1, predict the reactants needed to synthesize it. The reactants are: C[O:2][C:3]([C:5]1[C:13]2[N:12]=[C:11]([C:14]3[CH:19]=[CH:18][CH:17]=[CH:16][CH:15]=3)[NH:10][C:9]=2[C:8]([O:20]C)=[CH:7][CH:6]=1)=[O:4].[Cl-].[Al+3].[Cl-].[Cl-].Cl. (3) Given the product [N+:1]([C:4]1[CH:5]=[C:6]2[N:11]=[C:12]([C:13]3[CH:18]=[CH:17][N:16]=[CH:15][CH:14]=3)[NH:10][C:7]2=[N:8][CH:9]=1)([O-:3])=[O:2], predict the reactants needed to synthesize it. The reactants are: [N+:1]([C:4]1[CH:5]=[C:6]([NH2:11])[C:7]([NH2:10])=[N:8][CH:9]=1)([O-:3])=[O:2].[C:12](O)(=O)[C:13]1[CH:18]=[CH:17][N:16]=[CH:15][CH:14]=1.P(OC1C=CC=CC=1)(OC1C=CC=CC=1)OC1C=CC=CC=1. (4) Given the product [C:31]([Cl:54])(=[O:50])[CH2:32][CH2:33][CH2:34][CH2:35][CH2:36][CH2:37][CH2:38]/[CH:39]=[CH:40]\[CH2:41][CH2:42][CH2:43][CH2:44][CH2:45][CH2:46][CH2:47][CH3:48], predict the reactants needed to synthesize it. The reactants are: C(N(CC)CC)C.C(C1C=C(C)C=C(CC)C=1C1C(=O)N2CCOCCN2C1=O)C.[C:31]([OH:50])(=O)[CH2:32][CH2:33][CH2:34][CH2:35][CH2:36][CH2:37][CH2:38]/[CH:39]=[CH:40]\[CH2:41][CH2:42][CH2:43][CH2:44][CH2:45][CH2:46][CH2:47][CH3:48].C(Cl)(=O)C([Cl:54])=O. (5) Given the product [CH2:10]([NH:18][C:1](=[O:8])[C:2]1[CH:7]=[CH:6][CH:5]=[CH:4][CH:3]=1)[CH2:11][C:12]1[CH:17]=[CH:16][CH:15]=[CH:14][CH:13]=1, predict the reactants needed to synthesize it. The reactants are: [C:1](Cl)(=[O:8])[C:2]1[CH:7]=[CH:6][CH:5]=[CH:4][CH:3]=1.[CH2:10]([NH2:18])[CH2:11][C:12]1[CH:17]=[CH:16][CH:15]=[CH:14][CH:13]=1. (6) Given the product [Cl:43][C:39]1[CH:38]=[C:37]([C:35]2[O:34][N:33]=[C:32]([CH:27]3[CH2:28][O:29][CH2:30][CH2:31][N:26]3[C:23]3[N:24]([CH3:25])[C:14]([C:13]4[CH:18]=[CH:19][C:10]([O:9][CH:8]([F:20])[F:7])=[CH:11][CH:12]=4)=[N:16][N:17]=3)[CH:36]=2)[CH:42]=[CH:41][CH:40]=1, predict the reactants needed to synthesize it. The reactants are: N1C=CC=CC=1.[F:7][CH:8]([F:20])[O:9][C:10]1[CH:19]=[CH:18][C:13]([C:14]([NH:16][NH2:17])=O)=[CH:12][CH:11]=1.CS[C:23]([N:26]1[CH2:31][CH2:30][O:29][CH2:28][CH:27]1[C:32]1[CH:36]=[C:35]([C:37]2[CH:42]=[CH:41][CH:40]=[C:39]([Cl:43])[CH:38]=2)[O:34][N:33]=1)=[N:24][CH3:25]. (7) Given the product [CH2:32]([O:31][C:28]1[CH:27]=[CH:26][C:25]([S:22]([C:6]2([C:4]([OH:5])=[O:3])[CH2:11][CH2:10][N:9]([CH2:12][CH2:13][CH2:14][O:15][C:16]3[CH:17]=[CH:18][CH:19]=[CH:20][CH:21]=3)[CH2:8][CH2:7]2)(=[O:24])=[O:23])=[CH:30][CH:29]=1)[CH2:33][CH2:34][CH3:35], predict the reactants needed to synthesize it. The reactants are: C([O:3][C:4]([C:6]1([S:22]([C:25]2[CH:30]=[CH:29][C:28]([O:31][CH2:32][CH2:33][CH2:34][CH3:35])=[CH:27][CH:26]=2)(=[O:24])=[O:23])[CH2:11][CH2:10][N:9]([CH2:12][CH2:13][CH2:14][O:15][C:16]2[CH:21]=[CH:20][CH:19]=[CH:18][CH:17]=2)[CH2:8][CH2:7]1)=[O:5])C. (8) The reactants are: C1(N([C@H]2CC[C@H](OC)CC2)C(=O)NC2SC(SCC(O)=O)=CN=2)CCCC1.O[C@H]1CC[C@H](N2C(=O)C3C(=CC=CC=3)C2=O)CC1.C1(=O)CCCCCC1.BrCC(C)=C.C(OC(=O)C(SC1SC(N)=NC=1)C)C.[CH:73]1([NH:79][C@H:80]2[CH2:85][CH2:84][C@H:83]([O:86][CH2:87][C:88]([CH3:90])=[CH2:89])[CH2:82][CH2:81]2)[CH2:78][CH2:77][CH2:76][CH2:75][CH2:74]1.C1(NC2CCC(OCC(C)=C)CC2)CCCCC1. Given the product [CH:73]1([NH:79][C@H:80]2[CH2:85][CH2:84][C@H:83]([O:86][CH2:87][CH:88]([CH3:90])[CH3:89])[CH2:82][CH2:81]2)[CH2:74][CH2:75][CH2:76][CH2:77][CH2:78]1, predict the reactants needed to synthesize it.